Dataset: Forward reaction prediction with 1.9M reactions from USPTO patents (1976-2016). Task: Predict the product of the given reaction. (1) Given the reactants Br[C:2]1[CH:21]=[CH:20][CH:19]=[C:18]2[C:3]=1[CH2:4][CH:5]1[CH2:9][C:8](=[O:10])[N:7]([C:11]([O:13][C:14]([CH3:17])([CH3:16])[CH3:15])=[O:12])[CH:6]12.O.CC(OC(OC(OC(C)(C)C)=O)=O)(C)C.C[CH2:39][N:40](CC)CC, predict the reaction product. The product is: [C:39]([C:2]1[CH:21]=[CH:20][CH:19]=[C:18]2[C:3]=1[CH2:4][CH:5]1[CH2:9][C:8](=[O:10])[N:7]([C:11]([O:13][C:14]([CH3:17])([CH3:16])[CH3:15])=[O:12])[CH:6]12)#[N:40]. (2) Given the reactants Cl[C:2]1[CH:3]=[C:4]([CH:6]=[CH:7][C:8]=1[C:9]#[N:10])[NH2:5].[F-].[Cs+].[C:13]1(B(O)O)[CH:18]=[CH:17][CH:16]=[CH:15][CH:14]=1, predict the reaction product. The product is: [C:9]([C:8]1[CH:7]=[CH:6][C:4]([NH2:5])=[CH:3][C:2]=1[C:13]1[CH:18]=[CH:17][CH:16]=[CH:15][CH:14]=1)#[N:10]. (3) Given the reactants [OH:1][CH2:2][CH:3]([C:13]1[C:18]([CH3:19])=[CH:17][C:16]([CH3:20])=[CH:15][C:14]=1O)[C:4]1[CH:9]=[CH:8][C:7]([CH:10]([CH3:12])[CH3:11])=[CH:6][CH:5]=1, predict the reaction product. The product is: [CH:10]([C:7]1[CH:6]=[CH:5][C:4]([CH:3]2[C:13]3[C:18]([CH3:19])=[CH:17][C:16]([CH3:20])=[CH:15][C:14]=3[O:1][CH2:2]2)=[CH:9][CH:8]=1)([CH3:12])[CH3:11]. (4) Given the reactants Cl[C:2]1[C:7]([C:8]([F:11])([F:10])[F:9])=[CH:6][N:5]=[C:4]([NH:12][C:13]2[CH:27]=[CH:26][C:16]([CH2:17][P:18](=[O:25])([O:22][CH2:23][CH3:24])[O:19][CH2:20][CH3:21])=[CH:15][CH:14]=2)[N:3]=1.[NH2:28][C:29]1[CH:38]=[CH:37][C:36]([C:39]#[N:40])=[CH:35][C:30]=1[C:31]([NH:33][CH3:34])=[O:32], predict the reaction product. The product is: [C:39]([C:36]1[CH:37]=[CH:38][C:29]([NH:28][C:2]2[C:7]([C:8]([F:10])([F:9])[F:11])=[CH:6][N:5]=[C:4]([NH:12][C:13]3[CH:14]=[CH:15][C:16]([CH2:17][P:18](=[O:25])([O:19][CH2:20][CH3:21])[O:22][CH2:23][CH3:24])=[CH:26][CH:27]=3)[N:3]=2)=[C:30]([C:31](=[O:32])[NH:33][CH3:34])[CH:35]=1)#[N:40]. (5) Given the reactants CS[CH2:3][C:4]1([NH:7][C:8](=[O:14])[O:9][C:10]([CH3:13])([CH3:12])[CH3:11])[CH2:6][CH2:5]1.O[O:16][S:17]([O-:19])=O.[K+].[C:21]([O-])(O)=O.[Na+], predict the reaction product. The product is: [CH3:21][S:17]([CH2:3][C:4]1([NH:7][C:8](=[O:14])[O:9][C:10]([CH3:13])([CH3:12])[CH3:11])[CH2:5][CH2:6]1)(=[O:19])=[O:16]. (6) Given the reactants [CH2:1]([N:8]([CH2:12][C:13]1[CH:18]=[CH:17][CH:16]=[CH:15][CH:14]=1)[C:9](Cl)=[O:10])[C:2]1[CH:7]=[CH:6][CH:5]=[CH:4][CH:3]=1.[CH2:19]1[N:24]([CH2:25][CH2:26][CH2:27][CH2:28][O:29][C:30]2[CH:35]=[CH:34][C:33]3[CH:36]=[CH:37][C:38]([NH:40][C:32]=3[CH:31]=2)=[O:39])[CH2:23][CH2:22][N:21]([C:41]2[CH:46]=[CH:45][CH:44]=[C:43]([Cl:47])[C:42]=2[Cl:48])[CH2:20]1, predict the reaction product. The product is: [CH2:12]([N:8]([CH2:1][C:2]1[CH:7]=[CH:6][CH:5]=[CH:4][CH:3]=1)[C:9](=[O:10])[O:39][C:38]1[CH:37]=[CH:36][C:33]2[C:32](=[CH:31][C:30]([O:29][CH2:28][CH2:27][CH2:26][CH2:25][N:24]3[CH2:23][CH2:22][N:21]([C:41]4[CH:46]=[CH:45][CH:44]=[C:43]([Cl:47])[C:42]=4[Cl:48])[CH2:20][CH2:19]3)=[CH:35][CH:34]=2)[N:40]=1)[C:13]1[CH:14]=[CH:15][CH:16]=[CH:17][CH:18]=1. (7) Given the reactants [CH2:1]([C:3]1[N:4]([C:28]2[CH:33]=[CH:32][C:31]([OH:34])=[CH:30][CH:29]=2)[C:5](=[O:27])[C:6]([CH2:12][C:13]2[CH:18]=[CH:17][C:16]([C:19]3[C:20]([C:25]#[N:26])=[CH:21][CH:22]=[CH:23][CH:24]=3)=[CH:15][CH:14]=2)=[C:7]([CH2:9][CH2:10][CH3:11])[N:8]=1)[CH3:2].[CH:35]12[O:40][CH:39]1[CH2:38][CH2:37][CH2:36]2.C(=O)([O-])[O-].[Cs+].[Cs+], predict the reaction product. The product is: [CH2:1]([C:3]1[N:4]([C:28]2[CH:33]=[CH:32][C:31]([O:34][CH:38]3[CH2:37][CH2:36][CH2:35][C@H:39]3[OH:40])=[CH:30][CH:29]=2)[C:5](=[O:27])[C:6]([CH2:12][C:13]2[CH:18]=[CH:17][C:16]([C:19]3[C:20]([C:25]#[N:26])=[CH:21][CH:22]=[CH:23][CH:24]=3)=[CH:15][CH:14]=2)=[C:7]([CH2:9][CH2:10][CH3:11])[N:8]=1)[CH3:2].